Task: Predict the product of the given reaction.. Dataset: Forward reaction prediction with 1.9M reactions from USPTO patents (1976-2016) Given the reactants Cl[C:2]1[C:11]2[C:6](=[CH:7][CH:8]=[CH:9][CH:10]=2)[N:5]=[CH:4][C:3]=1[NH:12][C:13](=O)[CH2:14][CH3:15].Cl.[NH2:18][CH2:19][CH2:20][CH2:21][CH2:22][NH:23][S:24]([CH3:27])(=[O:26])=[O:25].C(=O)([O-])[O-].[Na+].[Na+], predict the reaction product. The product is: [CH2:14]([C:13]1[N:18]([CH2:19][CH2:20][CH2:21][CH2:22][NH:23][S:24]([CH3:27])(=[O:26])=[O:25])[C:2]2[C:11]3[CH:10]=[CH:9][CH:8]=[CH:7][C:6]=3[N:5]=[CH:4][C:3]=2[N:12]=1)[CH3:15].